This data is from Full USPTO retrosynthesis dataset with 1.9M reactions from patents (1976-2016). The task is: Predict the reactants needed to synthesize the given product. (1) Given the product [OH:1][C:2]1[C:11]2[C:6](=[N:7][CH:8]=[CH:9][CH:10]=2)[N:5]([CH2:12][CH2:13][CH:14]([CH3:16])[CH3:15])[C:4](=[O:17])[C:3]=1[C:18]1[NH:23][C:22]2[CH:24]=[CH:25][C:26]([NH:28][S:29]([NH:30][CH3:31])(=[O:43])=[O:42])=[CH:27][C:21]=2[S:20](=[O:45])(=[O:44])[N:19]=1, predict the reactants needed to synthesize it. The reactants are: [OH:1][C:2]1[C:11]2[C:6](=[N:7][CH:8]=[CH:9][CH:10]=2)[N:5]([CH2:12][CH2:13][CH:14]([CH3:16])[CH3:15])[C:4](=[O:17])[C:3]=1[C:18]1[NH:23][C:22]2[CH:24]=[CH:25][C:26]([NH:28][S:29](=[O:43])(=[O:42])[N:30](C)[C:31](OCC3C=CC=CC=3)=O)=[CH:27][C:21]=2[S:20](=[O:45])(=[O:44])[N:19]=1. (2) Given the product [CH3:1][O:2][C:3]1[CH:4]=[C:5]([NH:15][C:25]([NH2:24])=[S:26])[CH:6]=[CH:7][C:8]=1[C:9]1[S:13][C:12]([CH3:14])=[N:11][CH:10]=1, predict the reactants needed to synthesize it. The reactants are: [CH3:1][O:2][C:3]1[CH:4]=[C:5]([NH2:15])[CH:6]=[CH:7][C:8]=1[C:9]1[S:13][C:12]([CH3:14])=[N:11][CH:10]=1.C([N:24]=[C:25]=[S:26])(=O)C1C=CC=CC=1.C(=O)([O-])[O-].[K+].[K+]. (3) Given the product [Cl:1][C:2]1[CH:3]=[C:4]2[C:5]([CH2:8][CH2:9][N:10]3[C:20](=[O:21])[C:19](=[O:23])[O:12][C:11]32[CH:13]2[CH2:18][CH2:17][CH2:16][CH2:15][CH2:14]2)=[CH:6][CH:7]=1, predict the reactants needed to synthesize it. The reactants are: [Cl:1][C:2]1[CH:7]=[CH:6][C:5]([CH2:8][CH2:9][NH:10][C:11]([CH:13]2[CH2:18][CH2:17][CH2:16][CH2:15][CH2:14]2)=[O:12])=[CH:4][CH:3]=1.[C:19](Cl)(=[O:23])[C:20](Cl)=[O:21].Cl. (4) Given the product [CH3:30][O:31][C:32](=[O:81])[NH:33][C@H:34]([C:38]([N:40]1[CH2:44][CH2:43][CH2:42][C@H:41]1[C:45]1[NH:46][CH:47]=[C:48]([C:50]2[CH:55]=[CH:54][C:53]([C:56]3[CH:61]=[CH:60][C:59]([NH:62][C:10]([C:12]4[CH:85]=[N:83][C:100]([N:101]5[CH2:96][C@H:97]([CH3:17])[N:102]([C:5]([C@H:3]6[CH2:4][C:2]6([CH3:8])[CH3:1])=[O:6])[CH2:112][C@H:111]5[CH3:113])=[CH:99][CH:98]=4)=[O:11])=[CH:58][C:57]=3[CH3:79])=[C:52]([CH3:80])[CH:51]=2)[N:49]=1)=[O:39])[CH:35]([CH3:37])[CH3:36], predict the reactants needed to synthesize it. The reactants are: [CH3:1][C:2]1([CH3:8])[CH2:4][C@@H:3]1[C:5](O)=[O:6].O[C:10]([C:12](F)(F)F)=[O:11].O[C:17](C(F)(F)F)=O.OC(C(F)(F)F)=O.[CH3:30][O:31][C:32](=[O:81])[NH:33][C@H:34]([C:38]([N:40]1[CH2:44][CH2:43][CH2:42][C@H:41]1[C:45]1[NH:46][CH:47]=[C:48]([C:50]2[CH:55]=[CH:54][C:53]([C:56]3[CH:61]=[CH:60][C:59]([NH:62]C(C4C=NC(N5C[C@H](C)NC[C@H]5C)=CC=4)=O)=[CH:58][C:57]=3[CH3:79])=[C:52]([CH3:80])[CH:51]=2)[N:49]=1)=[O:39])[CH:35]([CH3:37])[CH3:36].C[N:83]([CH:85]=O)C.CN(C(ON1N=[N:102][C:97]2[CH:98]=[CH:99][CH:100]=[N:101][C:96]1=2)=[N+](C)C)C.F[P-](F)(F)(F)(F)F.[CH:111](N(CC)C(C)C)([CH3:113])[CH3:112]. (5) Given the product [CH2:32]([O:31][C:29]([N:9]1[CH2:8][C@H:7]2[C@H:12]([CH2:13][C:14]3[C:6]2=[CH:5][C:4]([C:15]2[CH:20]=[CH:19][CH:18]=[CH:17][CH:16]=2)=[CH:3][C:2]=3[CH3:1])[CH2:11][CH2:10]1)=[O:30])[CH3:33], predict the reactants needed to synthesize it. The reactants are: [CH3:1][C:2]1[CH:3]=[C:4]([C:15]2[CH:20]=[CH:19][CH:18]=[CH:17][CH:16]=2)[CH:5]=[C:6]2[C:14]=1[CH2:13][C@H:12]1[C@@H:7]2[CH2:8][NH:9][CH2:10][CH2:11]1.CCN(CC)CC.Cl[C:29]([O:31][CH2:32][CH3:33])=[O:30]. (6) Given the product [NH2:1][C:2]1[C:60]([Cl:62])=[CH:9][C:5]([C:6]([N:20]2[CH:21]3[CH2:17][CH2:18][CH:19]2[CH2:4][CH:5]([CH2:9][C:50]2[CH:51]=[CH:52][C:47]([NH:46][C:44]([NH:43][C:33]4[N:34]([C:36]5[CH:41]=[CH:40][C:39]([CH3:42])=[CH:38][CH:37]=5)[N:35]=[C:31]([C:27]([CH3:30])([CH3:28])[CH3:29])[CH:32]=4)=[O:45])=[CH:48][CH:49]=2)[CH2:6]3)=[O:8])=[C:4]([O:12][CH3:13])[CH:3]=1, predict the reactants needed to synthesize it. The reactants are: [NH2:1][C:2]1C(Cl)=[CH:9][C:5]([C:6]([OH:8])=O)=[C:4]([O:12][CH3:13])[CH:3]=1.Cl.CN(C)[CH2:17][CH2:18][CH2:19][N:20]=[C:21]=NCC.Cl.[C:27]([C:31]1[CH:32]=[C:33]([NH:43][C:44]([NH:46][C:47]2[CH:52]=[CH:51][CH:50]=[C:49](CC3CCNCC3)[CH:48]=2)=[O:45])[N:34]([C:36]2[CH:41]=[CH:40][C:39]([CH3:42])=[CH:38][CH:37]=2)[N:35]=1)([CH3:30])([CH3:29])[CH3:28].[CH2:60]([Cl:62])Cl. (7) Given the product [CH2:1]([O:3][C:4](=[O:25])[CH2:5][N:6]1[C:14](=[O:15])[C:13]2[C:8](=[CH:9][CH:10]=[C:11]([O:16][C:17]3[CH:22]=[CH:21][C:20]([O:23][CH2:27][CH2:28][CH3:29])=[CH:19][CH:18]=3)[CH:12]=2)[C:7]1=[O:24])[CH3:2], predict the reactants needed to synthesize it. The reactants are: [CH2:1]([O:3][C:4](=[O:25])[CH2:5][N:6]1[C:14](=[O:15])[C:13]2[C:8](=[CH:9][CH:10]=[C:11]([O:16][C:17]3[CH:22]=[CH:21][C:20]([OH:23])=[CH:19][CH:18]=3)[CH:12]=2)[C:7]1=[O:24])[CH3:2].Br[CH2:27][CH2:28][CH3:29].C(=O)([O-])[O-].[K+].[K+]. (8) Given the product [Br:1][C:2]1[CH:17]=[CH:16][C:5]2[N:6]=[C:7]([C:9]3[CH:10]=[C:11]([NH:12][C:21]([NH:20][CH2:18][CH3:19])=[O:22])[CH:13]=[CH:14][CH:15]=3)[O:8][C:4]=2[CH:3]=1, predict the reactants needed to synthesize it. The reactants are: [Br:1][C:2]1[CH:17]=[CH:16][C:5]2[N:6]=[C:7]([C:9]3[CH:10]=[C:11]([CH:13]=[CH:14][CH:15]=3)[NH2:12])[O:8][C:4]=2[CH:3]=1.[CH2:18]([N:20]=[C:21]=[O:22])[CH3:19].O. (9) Given the product [Br:30][C:31]1[CH:32]=[C:33]([CH2:38][NH:39][C:24](=[O:25])[CH2:23][CH2:22][C:21]([NH:20][CH2:19][C:10]2[C:11]([NH:12][CH:13]3[CH2:14][CH2:15][O:16][CH2:17][CH2:18]3)=[C:6]3[CH:5]=[N:4][N:3]([CH2:1][CH3:2])[C:7]3=[N:8][C:9]=2[CH2:28][CH3:29])=[O:27])[CH:34]=[CH:35][C:36]=1[CH3:37], predict the reactants needed to synthesize it. The reactants are: [CH2:1]([N:3]1[C:7]2=[N:8][C:9]([CH2:28][CH3:29])=[C:10]([CH2:19][NH:20][C:21](=[O:27])[CH2:22][CH2:23][C:24](O)=[O:25])[C:11]([NH:12][CH:13]3[CH2:18][CH2:17][O:16][CH2:15][CH2:14]3)=[C:6]2[CH:5]=[N:4]1)[CH3:2].[Br:30][C:31]1[CH:32]=[C:33]([CH2:38][NH2:39])[CH:34]=[CH:35][C:36]=1[CH3:37].CN(C(ON1N=NC2C=CC=NC1=2)=[N+](C)C)C.F[P-](F)(F)(F)(F)F.C(N(CC)CC)C.